From a dataset of HIV replication inhibition screening data with 41,000+ compounds from the AIDS Antiviral Screen. Binary Classification. Given a drug SMILES string, predict its activity (active/inactive) in a high-throughput screening assay against a specified biological target. The drug is CCOC(=O)C1=C(C)C2C=C(c3cccs3)CC(c3ccc(Cl)cc3)=C2OC1=O. The result is 0 (inactive).